From a dataset of Reaction yield outcomes from USPTO patents with 853,638 reactions. Predict the reaction yield, written as a fraction of the theoretical maximum amount of product (1.0 means a 100% yield; for example, 0.34 means a 34% yield). (1) The reactants are [F:1][C:2]1[CH:7]=[C:6]([I:8])[CH:5]=[CH:4][C:3]=1[CH3:9].[Br:10]N1C(=O)CCC1=O.N(C(C)(C)C#N)=NC(C)(C)C#N. The catalyst is CC(C)=O. The product is [Br:10][CH2:9][C:3]1[CH:4]=[CH:5][C:6]([I:8])=[CH:7][C:2]=1[F:1].[F:1][C:2]1[CH:7]=[C:6]([I:8])[CH:5]=[CH:4][C:3]=1[CH3:9]. The yield is 0.730. (2) The reactants are [O:1]1[C:10]2[C:5](=[CH:6][C:7]([C:11](=[O:13])C)=[CH:8][CH:9]=2)[CH2:4][CH2:3][CH2:2]1.Cl[O-].[Na+].S(=O)(O)[O-:18].[Na+].Cl. No catalyst specified. The product is [O:1]1[C:10]2[C:5](=[CH:6][C:7]([C:11]([OH:13])=[O:18])=[CH:8][CH:9]=2)[CH2:4][CH2:3][CH2:2]1. The yield is 0.820. (3) The catalyst is O.C(Cl)Cl. The product is [CH3:1][O:2][C:3]1[C:16]([C:29](=[O:31])[CH3:30])=[CH:15][C:14]2[CH2:13][CH:12]([C:17]3[CH:22]=[CH:21][C:20]([O:23][CH3:24])=[CH:19][CH:18]=3)[CH:11]3[CH:6]([C:5]=2[CH:4]=1)[CH2:7][CH2:8][CH2:9][CH2:10]3. The reactants are [CH3:1][O:2][C:3]1[CH:4]=[C:5]2[C:14](=[CH:15][CH:16]=1)[CH2:13][CH:12]([C:17]1[CH:22]=[CH:21][C:20]([O:23][CH3:24])=[CH:19][CH:18]=1)[CH:11]1[CH:6]2[CH2:7][CH2:8][CH2:9][CH2:10]1.[Cl-].[Al+3].[Cl-].[Cl-].[C:29](Cl)(=[O:31])[CH3:30].Cl. The yield is 0.550. (4) The reactants are [CH3:1][O:2][N:3]([CH3:13])[C:4]([CH:6]1[CH2:11][CH2:10][C:9](=[O:12])[CH2:8][CH2:7]1)=[O:5].C1(C)C(S([O-])(=O)=[O:21])=CC=CC=1.[C:25]1([CH3:31])C=CC=CC=1. No catalyst specified. The product is [CH3:1][O:2][N:3]([CH3:13])[C:4]([CH:6]1[CH2:11][CH2:10][C:9]2([O:21][CH2:25][CH2:31][O:12]2)[CH2:8][CH2:7]1)=[O:5]. The yield is 0.384. (5) The reactants are [C:1]([CH2:6][C:7]([O:9][CH3:10])=[O:8])(=[O:5])[CH:2]([CH3:4])[CH3:3].[F:11][C:12]1[CH:19]=[CH:18][C:15]([C:16]#[N:17])=[CH:14][CH:13]=1.[Sn](Cl)(Cl)(Cl)Cl.O. The catalyst is C1(C)C=CC=CC=1.C(OCC)(=O)C.CCCCCC. The yield is 0.807. The product is [NH2:17][C:16](=[C:6]([C:1](=[O:5])[CH:2]([CH3:4])[CH3:3])[C:7]([O:9][CH3:10])=[O:8])[C:15]1[CH:18]=[CH:19][C:12]([F:11])=[CH:13][CH:14]=1.